From a dataset of Merck oncology drug combination screen with 23,052 pairs across 39 cell lines. Regression. Given two drug SMILES strings and cell line genomic features, predict the synergy score measuring deviation from expected non-interaction effect. (1) Drug 1: O=c1[nH]cc(F)c(=O)[nH]1. Drug 2: Cn1nnc2c(C(N)=O)ncn2c1=O. Cell line: HT29. Synergy scores: synergy=-13.2. (2) Synergy scores: synergy=29.7. Cell line: VCAP. Drug 2: COC1CC2CCC(C)C(O)(O2)C(=O)C(=O)N2CCCCC2C(=O)OC(C(C)CC2CCC(OP(C)(C)=O)C(OC)C2)CC(=O)C(C)C=C(C)C(O)C(OC)C(=O)C(C)CC(C)C=CC=CC=C1C. Drug 1: O=C(NOCC(O)CO)c1ccc(F)c(F)c1Nc1ccc(I)cc1F. (3) Drug 1: N#Cc1ccc(Cn2cncc2CN2CCN(c3cccc(Cl)c3)C(=O)C2)cc1. Drug 2: O=C(CCCCCCC(=O)Nc1ccccc1)NO. Cell line: RKO. Synergy scores: synergy=5.32. (4) Drug 1: O=C(CCCCCCC(=O)Nc1ccccc1)NO. Drug 2: NC1(c2ccc(-c3nc4ccn5c(=O)[nH]nc5c4cc3-c3ccccc3)cc2)CCC1. Synergy scores: synergy=7.32. Cell line: A375. (5) Drug 1: CCC1=CC2CN(C1)Cc1c([nH]c3ccccc13)C(C(=O)OC)(c1cc3c(cc1OC)N(C)C1C(O)(C(=O)OC)C(OC(C)=O)C4(CC)C=CCN5CCC31C54)C2. Drug 2: CC1(c2nc3c(C(N)=O)cccc3[nH]2)CCCN1. Cell line: COLO320DM. Synergy scores: synergy=4.24. (6) Drug 1: O=C(CCCCCCC(=O)Nc1ccccc1)NO. Drug 2: NC1(c2ccc(-c3nc4ccn5c(=O)[nH]nc5c4cc3-c3ccccc3)cc2)CCC1. Cell line: RKO. Synergy scores: synergy=13.3. (7) Drug 1: O=c1[nH]cc(F)c(=O)[nH]1. Drug 2: NC1(c2ccc(-c3nc4ccn5c(=O)[nH]nc5c4cc3-c3ccccc3)cc2)CCC1. Cell line: SKOV3. Synergy scores: synergy=12.7. (8) Synergy scores: synergy=9.18. Drug 1: CN1C(=O)C=CC2(C)C3CCC4(C)C(NC(=O)OCC(F)(F)F)CCC4C3CCC12. Drug 2: CCC1(O)C(=O)OCc2c1cc1n(c2=O)Cc2cc3c(CN(C)C)c(O)ccc3nc2-1. Cell line: SKMEL30. (9) Drug 1: CC1(c2nc3c(C(N)=O)cccc3[nH]2)CCCN1. Drug 2: COC1=C2CC(C)CC(OC)C(O)C(C)C=C(C)C(OC(N)=O)C(OC)C=CC=C(C)C(=O)NC(=CC1=O)C2=O. Cell line: NCIH460. Synergy scores: synergy=-2.13. (10) Drug 1: O=c1[nH]cc(F)c(=O)[nH]1. Drug 2: NC(=O)c1cccc2cn(-c3ccc(C4CCCNC4)cc3)nc12. Cell line: COLO320DM. Synergy scores: synergy=7.41.